This data is from NCI-60 drug combinations with 297,098 pairs across 59 cell lines. The task is: Regression. Given two drug SMILES strings and cell line genomic features, predict the synergy score measuring deviation from expected non-interaction effect. Drug 1: C1CCC(C1)C(CC#N)N2C=C(C=N2)C3=C4C=CNC4=NC=N3. Drug 2: CC1C(C(CC(O1)OC2CC(CC3=C2C(=C4C(=C3O)C(=O)C5=C(C4=O)C(=CC=C5)OC)O)(C(=O)CO)O)N)O.Cl. Cell line: SK-OV-3. Synergy scores: CSS=34.7, Synergy_ZIP=3.32, Synergy_Bliss=5.10, Synergy_Loewe=-9.49, Synergy_HSA=6.01.